From a dataset of Experimentally validated miRNA-target interactions with 360,000+ pairs, plus equal number of negative samples. Binary Classification. Given a miRNA mature sequence and a target amino acid sequence, predict their likelihood of interaction. (1) The miRNA is hsa-miR-5571-5p with sequence CAAUUCUCAAAGGAGCCUCCC. The protein sequence of the target gene is MAMALTDPAQVSVTFDDVAVTFTQEEWGQLDLAQRTLYQEVMLENCGLLVSLGCPVPRPELIYHLEHGQEPWTRKEDLSQGTCPGDKGKPKSTEPTTCELALSEGISFWGQLTQGASGDSQLGQPKDQDGFSEMQGERLRPGLDSQKEKLPGKMSPKHDGLGTADSVCSRIIQDRVSLGDDVHDCDSHGSGKNPVIQEEENIFKCNECEKVFNKKRLLARHERIHSGVKPYECTECGKTFSKSTYLLQHHMVHTGEKPYKCMECGKAFNRKSHLTQHQRIHSGEKPYKCSECGKAFTHRS.... Result: 1 (interaction). (2) The miRNA is hsa-miR-96-5p with sequence UUUGGCACUAGCACAUUUUUGCU. The protein sequence of the target gene is MSISALGGRTKGKPLPPGEEERNNVLKQMKVRTTLKGDKSWITKQDESEGRTIELPSGRSRATSFSSAGEVPKPRPPSTRAPTGYIIRGVFTKPIDSSSQPQQQFPKANGTPKSAASLVRTANAGPPRPSSSGYKMTTEDYKKLAPYNIRRSSTSGDTEEEEEEEVVPFSSDEQKRRSEAASGVLRRTAPREHSYVLSAAKKSTGPTQETQAPFIAKRVEVVEEDGPSEKSQDPPALARSTPGSNSADGGRTKASRAIWIECLPSMPSPAGSQELSSRGEEIVRLQILTPRAGLRLVAPD.... Result: 1 (interaction). (3) The miRNA is hsa-miR-517c-3p with sequence AUCGUGCAUCCUUUUAGAGUGU. The protein sequence of the target gene is MKDRLQELKQRTKEIELSRDSHVSTTETEEQGVFLQQAVIYEREPVAERHLHEIQKLQESINNLADNVQKFGQQQKSLVASMRRFSLLKRESTITKEIKIQAEYINRSLNDLVKEVKKSEVENGPSSVVTRILKSQHAAMFRHFQQIMFIYNDTIAAKQEKCKTFILRQLEVAGKEMSEEDVNDMLHQGKWEVFNESLLTEINITKAQLSEIEQRHKELVNLENQIKDLRDLFIQISLLVEEQGESINNIEMTVNSTKEYVNNTKEKFGLAVKYKKRNPCRVLCCWCCPCCSSK. Result: 0 (no interaction). (4) The miRNA is hsa-miR-548aj-5p with sequence UGCAAAAGUAAUUGCAGUUUUUG. The protein sequence of the target gene is MAPSRLQLGLRAAYSGISSVAGFSIFLVWTVVYRQPGTAAMGGLAGVLALWVLVTHVMYMQDYWRTWLKGLRGFFFVGVLFSAVSIAAFCTFLVLAITRHQSLTDPTSYYLSSVWSFISFKWAFLLSLYAHRYRADFADISILSDF. Result: 1 (interaction).